Dataset: Full USPTO retrosynthesis dataset with 1.9M reactions from patents (1976-2016). Task: Predict the reactants needed to synthesize the given product. (1) Given the product [CH2:12]([O:14][C:15]([C:17]1[CH:22]=[CH:21][C:20]([C:2]2[CH:7]=[C:6]([N+:8]([O-:10])=[O:9])[CH:5]=[CH:4][C:3]=2[Cl:11])=[CH:19][CH:18]=1)=[O:16])[CH3:13], predict the reactants needed to synthesize it. The reactants are: Br[C:2]1[CH:7]=[C:6]([N+:8]([O-:10])=[O:9])[CH:5]=[CH:4][C:3]=1[Cl:11].[CH2:12]([O:14][C:15]([C:17]1[CH:22]=[CH:21][C:20](B(O)O)=[CH:19][CH:18]=1)=[O:16])[CH3:13].C(=O)([O-])[O-].[Cs+].[Cs+]. (2) Given the product [C:60]([O:59][C@H:48]1[C@@H:49]([O:50][C:51](=[O:58])[C:52]2[CH:57]=[CH:56][CH:55]=[CH:54][CH:53]=2)[C@H:45]([N:14]2[CH:13]=[N:12][C:11]3[C:15]2=[N:16][C:17]([C:19]([NH:21][CH2:22][CH2:23][N:24]2[CH2:29][CH2:28][CH2:27][CH2:26][CH2:25]2)=[O:20])=[N:18][C:10]=3[NH:9][CH2:8][CH:7]([C:1]2[CH:2]=[CH:3][CH:4]=[CH:5][CH:6]=2)[C:30]2[CH:35]=[CH:34][CH:33]=[CH:32][CH:31]=2)[O:46][C@@H:47]1[C:68]1[N:72]=[CH:71][N:70]([CH2:73][CH3:74])[N:69]=1)(=[O:67])[C:61]1[CH:62]=[CH:63][CH:64]=[CH:65][CH:66]=1, predict the reactants needed to synthesize it. The reactants are: [C:1]1([CH:7]([C:30]2[CH:35]=[CH:34][CH:33]=[CH:32][CH:31]=2)[CH2:8][NH:9][C:10]2[N:18]=[C:17]([C:19]([NH:21][CH2:22][CH2:23][N:24]3[CH2:29][CH2:28][CH2:27][CH2:26][CH2:25]3)=[O:20])[N:16]=[C:15]3[C:11]=2[N:12]=[CH:13][NH:14]3)[CH:6]=[CH:5][CH:4]=[CH:3][CH:2]=1.C(O[C@@H:45]1[C@H:49]([O:50][C:51](=[O:58])[C:52]2[CH:57]=[CH:56][CH:55]=[CH:54][CH:53]=2)[C@H:48]([O:59][C:60](=[O:67])[C:61]2[CH:66]=[CH:65][CH:64]=[CH:63][CH:62]=2)[C@@H:47]([C:68]2[N:72]=[CH:71][N:70]([CH2:73][CH3:74])[N:69]=2)[O:46]1)(=O)C1C=CC=CC=1.C(O[C@H]1[C@H](OC(=O)C2C=CC=CC=2)[C@H](OC(=O)C2C=CC=CC=2)[C@@H](C2N=CN(CC)N=2)O1)(=O)C1C=CC=CC=1. (3) Given the product [Cl:13][C:14]1[CH:19]=[CH:18][CH:17]=[CH:16][C:15]=1[O:12][CH:10]([C:4]1[N:5]=[C:6]([S:8][CH3:9])[N:7]=[C:2]([NH2:1])[N:3]=1)[CH3:11], predict the reactants needed to synthesize it. The reactants are: [NH2:1][C:2]1[N:7]=[C:6]([S:8][CH3:9])[N:5]=[C:4]([CH:10]([OH:12])[CH3:11])[N:3]=1.[Cl:13][C:14]1[CH:19]=[CH:18][CH:17]=[CH:16][C:15]=1O.C1(P(C2C=CC=CC=2)C2C=CC=CC=2)C=CC=CC=1.N(C(OC(C)C)=O)=NC(OC(C)C)=O. (4) Given the product [I:31][C:28]1[CH:29]=[CH:30][C:25](/[C:23](/[CH3:22])=[CH:9]/[C:10]([O:12][CH2:13][CH2:16][CH2:17][CH3:18])=[O:11])=[CH:26][CH:27]=1, predict the reactants needed to synthesize it. The reactants are: C(OP([CH2:9][C:10]([O:12][C:13]([CH3:16])(C)C)=[O:11])(OCC)=O)C.[CH3:17][C:18](O)(C)C.[CH3:22][C:23]([C:25]1[CH:30]=[CH:29][C:28]([I:31])=[CH:27][CH:26]=1)=O.